Dataset: Merck oncology drug combination screen with 23,052 pairs across 39 cell lines. Task: Regression. Given two drug SMILES strings and cell line genomic features, predict the synergy score measuring deviation from expected non-interaction effect. (1) Drug 1: CC1CC2C3CCC4=CC(=O)C=CC4(C)C3(F)C(O)CC2(C)C1(O)C(=O)CO. Drug 2: Cn1c(=O)n(-c2ccc(C(C)(C)C#N)cc2)c2c3cc(-c4cnc5ccccc5c4)ccc3ncc21. Cell line: DLD1. Synergy scores: synergy=9.66. (2) Drug 1: O=c1[nH]cc(F)c(=O)[nH]1. Drug 2: CS(=O)(=O)CCNCc1ccc(-c2ccc3ncnc(Nc4ccc(OCc5cccc(F)c5)c(Cl)c4)c3c2)o1. Cell line: SKOV3. Synergy scores: synergy=7.12.